From a dataset of Acute oral toxicity (LD50) regression data from Zhu et al.. Regression/Classification. Given a drug SMILES string, predict its toxicity properties. Task type varies by dataset: regression for continuous values (e.g., LD50, hERG inhibition percentage) or binary classification for toxic/non-toxic outcomes (e.g., AMES mutagenicity, cardiotoxicity, hepatotoxicity). Dataset: ld50_zhu. (1) The molecule is Nc1c(Cl)c(F)nc(OCC(=O)O)c1Cl. The rat oral LD50 is 2.02, given as -log10 of the dose in mol/kg body weight (higher means more acutely toxic). (2) The drug is C=C1C(=O)OC2CC(C)C3C=CC(=O)C3(C)C(O)C12. The rat oral LD50 is 3.32, given as -log10 of the dose in mol/kg body weight (higher means more acutely toxic). (3) The drug is CC1COC(C(Cl)CCl)O1. The rat oral LD50 is 2.48, given as -log10 of the dose in mol/kg body weight (higher means more acutely toxic). (4) The drug is CC(C)c1ccccc1N. The rat oral LD50 is 2.06, given as -log10 of the dose in mol/kg body weight (higher means more acutely toxic). (5) The compound is Clc1cc2oc3c(Cl)c(Cl)c(Cl)cc3c2cc1Cl. The rat oral LD50 is 5.57, given as -log10 of the dose in mol/kg body weight (higher means more acutely toxic). (6) The drug is CSC(C)=NOC(=O)N(C)SN(C)C(=O)ON=C(C)SC. The rat oral LD50 is 3.35, given as -log10 of the dose in mol/kg body weight (higher means more acutely toxic).